This data is from Reaction yield outcomes from USPTO patents with 853,638 reactions. The task is: Predict the reaction yield, written as a fraction of the theoretical maximum amount of product (1.0 means a 100% yield; for example, 0.34 means a 34% yield). (1) The reactants are [C:1]([O:4][CH2:5][CH:6](Br)[C:7]1[O:8][C:9]([Br:22])=[C:10]([C:12]2[CH:17]=[CH:16][C:15]([C:18]([F:21])([F:20])[F:19])=[CH:14][CH:13]=2)[N:11]=1)(=[O:3])[CH3:2].C([O-])([O-])=O.[K+].[K+].[F:30][C:31]1[C:39]([OH:40])=[CH:38][CH:37]=[C:36]([F:41])[C:32]=1[C:33]([NH2:35])=[O:34]. The catalyst is CN(C=O)C. The product is [C:1]([O:4][CH2:5][CH:6]([C:7]1[O:8][C:9]([Br:22])=[C:10]([C:12]2[CH:17]=[CH:16][C:15]([C:18]([F:21])([F:20])[F:19])=[CH:14][CH:13]=2)[N:11]=1)[O:40][C:39]1[CH:38]=[CH:37][C:36]([F:41])=[C:32]([C:33](=[O:34])[NH2:35])[C:31]=1[F:30])(=[O:3])[CH3:2]. The yield is 0.270. (2) The reactants are Cl.O.[NH:3]1[CH2:8][CH2:7][C:6](=O)[CH2:5][CH2:4]1.Cl. The catalyst is CCO. The product is [CH:5]1[C:4]2[C:7]3[CH2:8][NH:3][CH2:4][CH2:5][C:6]=3[N:3]3[C:8]=2[C:7]([CH2:6][CH2:5][CH2:4]3)=[CH:7][CH:6]=1. The yield is 0.850. (3) The reactants are [NH2:1][C:2]1[CH:10]=[C:9]([F:11])[CH:8]=[CH:7][C:3]=1[C:4](O)=O.[NH2:12][C:13]1[CH:18]=[CH:17][CH:16]=[CH:15][C:14]=1[SH:19].C([O-])(O)=O.[Na+]. No catalyst specified. The product is [NH2:1][C:2]1[CH:10]=[C:9]([F:11])[CH:8]=[CH:7][C:3]=1[C:4]1[S:19][C:14]2[CH:15]=[CH:16][CH:17]=[CH:18][C:13]=2[N:12]=1. The yield is 0.288. (4) The yield is 0.470. The catalyst is C(O)(=O)C.OP(O)(O)=O. The product is [F:13][CH:14]1[C:19]([C:7]2[C:6]3[C:10](=[CH:11][CH:12]=[C:4]([N+:1]([O-:3])=[O:2])[CH:5]=3)[NH:9][CH:8]=2)=[CH:18][CH2:17][NH:16][CH2:15]1. The reactants are [N+:1]([C:4]1[CH:5]=[C:6]2[C:10](=[CH:11][CH:12]=1)[NH:9][CH:8]=[CH:7]2)([O-:3])=[O:2].[F:13][CH:14]1[C:19](=O)[CH2:18][CH2:17][N:16](C(OC(C)(C)C)=O)[CH2:15]1.N. (5) The reactants are [NH:1]1[CH2:6][CH2:5][CH:4]([CH2:7][OH:8])[CH2:3][CH2:2]1.C([O-])(O)=O.[Na+].[N:14]#[C:15]Br. The catalyst is C(Cl)Cl.O. The product is [OH:8][CH2:7][CH:4]1[CH2:5][CH2:6][N:1]([C:15]#[N:14])[CH2:2][CH2:3]1. The yield is 0.650. (6) The reactants are [CH3:1][CH2:2][O:3][C:4]([C:6]1[N:7](C(OC(C)(C)C)=O)[C:8]2[C:13]([CH:14]=1)=[CH:12][C:11]([Cl:15])=[CH:10][C:9]=2[CH2:16]Br)=[O:5].[NH:25]1[CH2:30][CH2:29][O:28][CH2:27][CH2:26]1. The catalyst is C1COCC1. The product is [CH2:2]([O:3][C:4]([C:6]1[NH:7][C:8]2[C:13]([CH:14]=1)=[CH:12][C:11]([Cl:15])=[CH:10][C:9]=2[CH2:16][N:25]1[CH2:30][CH2:29][O:28][CH2:27][CH2:26]1)=[O:5])[CH3:1]. The yield is 0.620. (7) No catalyst specified. The reactants are C([O:3][C:4](=[O:18])[CH2:5][C@@H:6]([NH:14]C(=O)C)[C@H:7]([CH3:13])[C@H:8]([CH3:12])[CH2:9][CH2:10][CH3:11])C.[ClH:19]. The yield is 0.670. The product is [ClH:19].[NH2:14][C@@H:6]([C@H:7]([CH3:13])[C@H:8]([CH3:12])[CH2:9][CH2:10][CH3:11])[CH2:5][C:4]([OH:18])=[O:3]. (8) The reactants are [Cl:1][C:2]1[CH:10]=[C:9]2[C:5]([C:6]([C:12]([N:14]3[CH2:19][CH2:18][C:17]4([C:23]5[CH:24]=[CH:25][CH:26]=[CH:27][C:22]=5[CH2:21][O:20]4)[CH2:16][CH2:15]3)=[O:13])=[C:7]([CH3:11])[NH:8]2)=[CH:4][CH:3]=1.[H-].[Na+].[F:30][C:31]([F:45])([F:44])[C:32]1[CH:33]=[C:34]([CH:37]=[C:38]([C:40]([F:43])([F:42])[F:41])[CH:39]=1)[CH2:35]Br. The catalyst is CN(C)C=O. The product is [F:30][C:31]([F:44])([F:45])[C:32]1[CH:33]=[C:34]([CH:37]=[C:38]([C:40]([F:43])([F:41])[F:42])[CH:39]=1)[CH2:35][N:8]1[C:9]2[C:5](=[CH:4][CH:3]=[C:2]([Cl:1])[CH:10]=2)[C:6]([C:12]([N:14]2[CH2:15][CH2:16][C:17]3([C:23]4[CH:24]=[CH:25][CH:26]=[CH:27][C:22]=4[CH2:21][O:20]3)[CH2:18][CH2:19]2)=[O:13])=[C:7]1[CH3:11]. The yield is 0.410. (9) The reactants are [Cl:1][C:2]1[CH:3]=[C:4]2[CH:10]=[CH:9][NH:8][C:5]2=[N:6][CH:7]=1.ClC1C=CC=C(C(OO)=[O:19])C=1. The catalyst is CCOC(C)=O. The product is [Cl:1][C:2]1[CH:3]=[C:4]2[CH:10]=[CH:9][NH+:8]([O-:19])[C:5]2=[N:6][CH:7]=1. The yield is 0.240.